This data is from Forward reaction prediction with 1.9M reactions from USPTO patents (1976-2016). The task is: Predict the product of the given reaction. (1) Given the reactants [Cl:1][C:2]1[S:6][C:5]([C:7]([NH:9][CH2:10][C:11]2[N:12]=[CH:13][N:14]([C:16]3[CH:21]=[CH:20][C:19](I)=[CH:18][CH:17]=3)[CH:15]=2)=[O:8])=[CH:4][CH:3]=1.[CH3:23][N:24]1[C:29](=[O:30])[CH:28]=[CH:27][NH:26][C:25]1=[O:31].OC1C=CC=C2C=1N=CC=C2.C([O-])([O-])=O.[K+].[K+], predict the reaction product. The product is: [Cl:1][C:2]1[S:6][C:5]([C:7]([NH:9][CH2:10][C:11]2[N:12]=[CH:13][N:14]([C:16]3[CH:21]=[CH:20][C:19]([N:26]4[CH:27]=[CH:28][C:29](=[O:30])[N:24]([CH3:23])[C:25]4=[O:31])=[CH:18][CH:17]=3)[CH:15]=2)=[O:8])=[CH:4][CH:3]=1. (2) Given the reactants Br[CH2:2][CH:3](OCC)OCC.Br.C(=O)(O)[O-].[Na+].[Br:16][C:17]1[C:18]([NH2:25])=[N:19][C:20]([CH3:24])=[C:21]([Br:23])[N:22]=1, predict the reaction product. The product is: [Br:23][C:21]1[N:22]=[C:17]([Br:16])[C:18]2[N:19]([CH:2]=[CH:3][N:25]=2)[C:20]=1[CH3:24]. (3) Given the reactants [CH3:1][CH:2]([CH3:16])[C:3]([NH:5][C:6]1[C:11]([N+:12]([O-])=O)=[CH:10][CH:9]=[CH:8][C:7]=1[CH3:15])=[O:4].[H][H], predict the reaction product. The product is: [NH2:12][C:11]1[CH:10]=[CH:9][CH:8]=[C:7]([CH3:15])[C:6]=1[NH:5][C:3](=[O:4])[CH:2]([CH3:1])[CH3:16]. (4) Given the reactants Br[C:2]1[N:3]=[C:4]([CH3:7])[NH:5][CH:6]=1.[F:8][C:9]1[CH:14]=[CH:13][C:12](B(O)O)=[CH:11][C:10]=1[CH3:18].C([O-])([O-])=O.[Na+].[Na+], predict the reaction product. The product is: [F:8][C:9]1[CH:14]=[CH:13][C:12]([C:2]2[N:3]=[C:4]([CH3:7])[NH:5][CH:6]=2)=[CH:11][C:10]=1[CH3:18]. (5) Given the reactants [C:1]1([CH2:7][CH2:8][C:9](Cl)=[O:10])[CH:6]=[CH:5][CH:4]=[CH:3][CH:2]=1.[C:12]([O:16][C:17](=[O:36])[NH:18][CH:19]1[CH2:24][CH2:23][N:22]([S:25]([C:28]2[CH:33]=[CH:32][C:31]([NH2:34])=[C:30]([Cl:35])[CH:29]=2)(=[O:27])=[O:26])[CH2:21][CH2:20]1)([CH3:15])([CH3:14])[CH3:13], predict the reaction product. The product is: [C:12]([O:16][C:17](=[O:36])[NH:18][CH:19]1[CH2:20][CH2:21][N:22]([S:25]([C:28]2[CH:33]=[CH:32][C:31]([NH:34][C:9](=[O:10])[CH2:8][CH2:7][C:1]3[CH:6]=[CH:5][CH:4]=[CH:3][CH:2]=3)=[C:30]([Cl:35])[CH:29]=2)(=[O:27])=[O:26])[CH2:23][CH2:24]1)([CH3:15])([CH3:13])[CH3:14]. (6) Given the reactants CN(C)C=O.N(OC(C)(C)C)=O.Cl.N[C:15]1[CH:16]=[C:17]([CH:40]=[CH:41][C:42]=1[N:43]1[CH:47]=[N:46][CH:45]=[N:44]1)[C:18]([NH:20][C:21]1[C:26]([CH3:27])=[CH:25][C:24]([C:28]([F:37])([C:33]([F:36])([F:35])[F:34])[C:29]([F:32])([F:31])[F:30])=[CH:23][C:22]=1[CH2:38][CH3:39])=[O:19], predict the reaction product. The product is: [CH2:38]([C:22]1[CH:23]=[C:24]([C:28]([F:37])([C:33]([F:34])([F:35])[F:36])[C:29]([F:31])([F:32])[F:30])[CH:25]=[C:26]([CH3:27])[C:21]=1[NH:20][C:18](=[O:19])[C:17]1[CH:40]=[CH:41][C:42]([N:43]2[CH:47]=[N:46][CH:45]=[N:44]2)=[CH:15][CH:16]=1)[CH3:39]. (7) Given the reactants [Br:1][C:2]1[C:3](Cl)=[N:4][CH:5]=[CH:6][CH:7]=1.[NH:9]1[CH2:14][CH2:13][NH:12][CH2:11][CH2:10]1.Cl.Cl.N1CCNCC1, predict the reaction product. The product is: [Br:1][C:2]1[C:3]([N:9]2[CH2:14][CH2:13][NH:12][CH2:11][CH2:10]2)=[N:4][CH:5]=[CH:6][CH:7]=1. (8) Given the reactants ClC1C=CC(Cl)=CC=1SCC(O)=O.[F:14][C:15]1[CH:16]=[C:17]([SH:21])[CH:18]=[CH:19][CH:20]=1.[OH-].[K+].Br[CH2:25][CH2:26][CH2:27][C:28]([O:30]CC)=[O:29], predict the reaction product. The product is: [F:14][C:15]1[CH:16]=[C:17]([S:21][CH2:25][CH2:26][CH2:27][C:28]([OH:30])=[O:29])[CH:18]=[CH:19][CH:20]=1. (9) Given the reactants Br[CH2:2][CH2:3]Br.[Cl:5][C:6]1[CH:11]=[CH:10][CH:9]=[CH:8][C:7]=1[N:12]1[C:16]([C:17]2[S:18][C:19]([C:22]3[CH:27]=[CH:26][CH:25]=[C:24]([S:28]([CH3:31])(=[O:30])=[O:29])[CH:23]=3)=[CH:20][CH:21]=2)=[CH:15][C:14]([CH2:32][C:33]#[N:34])=[N:13]1.[OH-].[Na+], predict the reaction product. The product is: [Cl:5][C:6]1[CH:11]=[CH:10][CH:9]=[CH:8][C:7]=1[N:12]1[C:16]([C:17]2[S:18][C:19]([C:22]3[CH:27]=[CH:26][CH:25]=[C:24]([S:28]([CH3:31])(=[O:29])=[O:30])[CH:23]=3)=[CH:20][CH:21]=2)=[CH:15][C:14]([C:32]2([C:33]#[N:34])[CH2:3][CH2:2]2)=[N:13]1. (10) Given the reactants [CH2:1]([CH:3]1[CH2:8][CH2:7][C:6](=O)[CH2:5][CH2:4]1)[CH3:2].[NH:10]1[CH2:15][CH2:14][O:13][CH2:12][CH2:11]1.[OH2:16].[C:17]1([CH3:27])C=CC(S(O)(=O)=O)=CC=1.[OH2:28].[C:29]1([CH3:35])C=CC=CC=1, predict the reaction product. The product is: [CH2:29]([O:16][C:2](=[O:28])[CH:1]=[C:3]1[CH2:8][CH:7]([CH2:17][CH3:27])[CH2:6][CH:5]=[C:4]1[N:10]1[CH2:15][CH2:14][O:13][CH2:12][CH2:11]1)[CH3:35].